This data is from Forward reaction prediction with 1.9M reactions from USPTO patents (1976-2016). The task is: Predict the product of the given reaction. (1) Given the reactants O[C:2]1([C:8]2[CH:13]=[CH:12][C:11]([OH:14])=[CH:10][C:9]=2[OH:15])[CH2:7][CH2:6][CH2:5][O:4][CH2:3]1.[H][H], predict the reaction product. The product is: [O:4]1[CH2:5][CH2:6][CH2:7][CH:2]([C:8]2[CH:13]=[CH:12][C:11]([OH:14])=[CH:10][C:9]=2[OH:15])[CH2:3]1. (2) Given the reactants [C:1]1([C:7]2[C:8]([C:13]([O:15]C)=[O:14])=[N:9][CH:10]=[CH:11][CH:12]=2)[CH:6]=[CH:5][CH:4]=[CH:3][CH:2]=1.[OH-].[K+].P(=O)(O)(O)O, predict the reaction product. The product is: [C:1]1([C:7]2[C:8]([C:13]([OH:15])=[O:14])=[N:9][CH:10]=[CH:11][CH:12]=2)[CH:2]=[CH:3][CH:4]=[CH:5][CH:6]=1.